Dataset: Reaction yield outcomes from USPTO patents with 853,638 reactions. Task: Predict the reaction yield, written as a fraction of the theoretical maximum amount of product (1.0 means a 100% yield; for example, 0.34 means a 34% yield). The reactants are [CH3:1][O:2][C:3](=[O:9])[C@@H:4]([NH2:8])[CH:5]([CH3:7])[CH3:6].[F:10][C:11]([F:17])([F:16])[CH:12](OC)O. The catalyst is C1(C)C=CC=CC=1.O.C1(C)C=CC(S(O)(=O)=O)=CC=1. The product is [CH3:1][O:2][C:3](=[O:9])[C@@H:4]([N:8]=[CH:12][C:11]([F:17])([F:16])[F:10])[CH:5]([CH3:7])[CH3:6]. The yield is 0.560.